From a dataset of Reaction yield outcomes from USPTO patents with 853,638 reactions. Predict the reaction yield, written as a fraction of the theoretical maximum amount of product (1.0 means a 100% yield; for example, 0.34 means a 34% yield). (1) The reactants are [Cl-].O[NH3+:3].[C:4](=[O:7])([O-])[OH:5].[Na+].CS(C)=O.[CH2:13]([C:17]1[N:18]=[C:19]([CH2:49][CH3:50])[N:20]([C:40]2[CH:41]=[CH:42][C:43]3[O:47][CH2:46][CH2:45][C:44]=3[CH:48]=2)[C:21](=[O:39])[C:22]=1[CH2:23][C:24]1[CH:29]=[CH:28][C:27]([C:30]2[C:31]([C:36]#[N:37])=[CH:32][CH:33]=[CH:34][CH:35]=2)=[CH:26][C:25]=1[F:38])[CH2:14][CH2:15][CH3:16]. The catalyst is C(OCC)(=O)C. The product is [CH2:13]([C:17]1[N:18]=[C:19]([CH2:49][CH3:50])[N:20]([C:40]2[CH:41]=[CH:42][C:43]3[O:47][CH2:46][CH2:45][C:44]=3[CH:48]=2)[C:21](=[O:39])[C:22]=1[CH2:23][C:24]1[CH:29]=[CH:28][C:27]([C:30]2[CH:35]=[CH:34][CH:33]=[CH:32][C:31]=2[C:36]2[NH:3][C:4](=[O:7])[O:5][N:37]=2)=[CH:26][C:25]=1[F:38])[CH2:14][CH2:15][CH3:16]. The yield is 0.920. (2) The yield is 0.820. The reactants are [F:1][C:2]1[CH:7]=[CH:6][C:5]([C@@H:8]([O:42][Si](C)(C)C(C)(C)C)[CH2:9][S:10][C@@H:11]2[C@@H:14]([C:15]3[CH:20]=[CH:19][C:18]([O:21][Si](C)(C)C(C)(C)C)=[CH:17][CH:16]=3)[N:13]([C:29]3[CH:34]=[CH:33][C:32]([C:35]4[CH:36]=[N:37][CH:38]=[CH:39][CH:40]=4)=[CH:31][CH:30]=3)[C:12]2=[O:41])=[CH:4][CH:3]=1.Cl.O1CCOCC1.C(OCC)(=O)C. The catalyst is O1CCCC1.O.[Cl-].[Na+].O. The product is [F:1][C:2]1[CH:7]=[CH:6][C:5]([C@@H:8]([OH:42])[CH2:9][S:10][C@@H:11]2[C@@H:14]([C:15]3[CH:16]=[CH:17][C:18]([OH:21])=[CH:19][CH:20]=3)[N:13]([C:29]3[CH:34]=[CH:33][C:32]([C:35]4[CH:36]=[N:37][CH:38]=[CH:39][CH:40]=4)=[CH:31][CH:30]=3)[C:12]2=[O:41])=[CH:4][CH:3]=1. (3) The reactants are [CH2:1]([N:3]([CH2:28][CH3:29])[C:4](=[O:27])[C:5]1[CH:10]=[CH:9][C:8]([C@H:11]([C:18]2[CH:23]=[CH:22][CH:21]=[C:20]([N+:24]([O-])=O)[CH:19]=2)[N:12]2[CH2:17][CH2:16][NH:15][CH2:14][CH2:13]2)=[CH:7][CH:6]=1)[CH3:2].[F:30][C:31]1[CH:32]=[C:33]([CH:36]=[CH:37][CH:38]=1)[CH:34]=O.C(O[BH-](OC(=O)C)OC(=O)C)(=O)C.[Na+].C(O)(C(F)(F)F)=O. The catalyst is ClCCCl. The product is [NH2:24][C:20]1[CH:19]=[C:18]([C@H:11]([N:12]2[CH2:17][CH2:16][N:15]([CH2:34][C:33]3[CH:36]=[CH:37][CH:38]=[C:31]([F:30])[CH:32]=3)[CH2:14][CH2:13]2)[C:8]2[CH:9]=[CH:10][C:5]([C:4]([N:3]([CH2:28][CH3:29])[CH2:1][CH3:2])=[O:27])=[CH:6][CH:7]=2)[CH:23]=[CH:22][CH:21]=1. The yield is 0.650. (4) The reactants are [C:1]([O:5][C:6]([NH:8][C@H:9]1[CH2:23][CH2:22][N:21]([S:24]([C:27]2[CH:32]=[CH:31][CH:30]=[CH:29][C:28]=2[N+:33]([O-:35])=[O:34])(=[O:26])=[O:25])[CH2:20][CH2:19][CH:18]=[CH:17][C@@H:16]2[CH2:36][C@@:15]2([C:37]([O:39]CC)=[O:38])[NH:14][C:13](=[O:42])[C@@H:12]2[CH2:43][C@@H:44]([O:46][C:47]([N:49]3[CH2:57][C:56]4[C:51](=[CH:52][CH:53]=[CH:54][C:55]=4[F:58])[CH2:50]3)=[O:48])[CH2:45][N:11]2[C:10]1=[O:59])=[O:7])([CH3:4])([CH3:3])[CH3:2].[OH-].[Na+].CCOCC. The catalyst is C1COCC1.O. The product is [C:1]([O:5][C:6]([NH:8][C@H:9]1[CH2:23][CH2:22][N:21]([S:24]([C:27]2[CH:32]=[CH:31][CH:30]=[CH:29][C:28]=2[N+:33]([O-:35])=[O:34])(=[O:26])=[O:25])[CH2:20][CH2:19][CH:18]=[CH:17][C@@H:16]2[CH2:36][C@@:15]2([C:37]([OH:39])=[O:38])[NH:14][C:13](=[O:42])[C@@H:12]2[CH2:43][C@@H:44]([O:46][C:47]([N:49]3[CH2:57][C:56]4[C:51](=[CH:52][CH:53]=[CH:54][C:55]=4[F:58])[CH2:50]3)=[O:48])[CH2:45][N:11]2[C:10]1=[O:59])=[O:7])([CH3:4])([CH3:2])[CH3:3]. The yield is 0.990. (5) The reactants are C(OC([N:8]1[CH2:12][C@H:11]([O:13][C:14]([N:16]2[CH2:24][C:23]3[C:18](=[CH:19][CH:20]=[CH:21][C:22]=3[Cl:25])[CH2:17]2)=[O:15])[CH2:10][C@H:9]1[C:26]([OH:28])=O)=O)(C)(C)C.Cl.[NH2:30][C@:31]1([C:37]([NH:39][S:40]([CH:43]2[CH2:45][CH2:44]2)(=[O:42])=[O:41])=[O:38])[CH2:33][C@H:32]1[CH:34]1[CH2:36][CH2:35]1.CN(C(ON1N=NC2C=CC=NC1=2)=[N+](C)C)C.F[P-](F)(F)(F)(F)F.CCN(C(C)C)C(C)C. The catalyst is CN(C=O)C.O. The product is [ClH:25].[CH:43]1([S:40]([NH:39][C:37]([C@@:31]2([NH:30][C:26]([C@H:9]3[NH:8][CH2:12][C@H:11]([O:13][C:14]([N:16]4[CH2:24][C:23]5[C:18](=[CH:19][CH:20]=[CH:21][C:22]=5[Cl:25])[CH2:17]4)=[O:15])[CH2:10]3)=[O:28])[CH2:33][C@H:32]2[CH:34]2[CH2:36][CH2:35]2)=[O:38])(=[O:42])=[O:41])[CH2:45][CH2:44]1. The yield is 0.700.